From a dataset of Forward reaction prediction with 1.9M reactions from USPTO patents (1976-2016). Predict the product of the given reaction. (1) The product is: [F:1][C:2]1[CH:3]=[C:4]2[C:17](=[CH:18][CH:19]=1)[C:7]1[N:8]([CH3:23])[C:9]3[CH:10]=[C:11]([CH3:16])[CH:12]=[C:13]([CH3:15])[C:14]=3[C:6]=1[CH2:5]2. Given the reactants [F:1][C:2]1[CH:3]=[C:4]2[C:17](=[CH:18][CH:19]=1)[C:7]1[NH:8][C:9]3[CH:10]=[C:11]([CH3:16])[CH:12]=[C:13]([CH3:15])[C:14]=3[C:6]=1[CH2:5]2.[OH-].[Na+].I[CH3:23], predict the reaction product. (2) Given the reactants [Cl:1][C:2]1[CH:3]=[C:4]2[C:8](=[CH:9][CH:10]=1)[NH:7][C:6]([C:11]([NH:13][C@@H:14]1[CH2:18][CH:17]([CH2:19][OH:20])[CH2:16][C@H:15]1[NH:21][C:22]([C:24]1[S:25][C:26]3[CH2:27][N:28]([CH3:33])[CH2:29][CH2:30][C:31]=3[N:32]=1)=[O:23])=[O:12])=[CH:5]2.[N:34]1[CH:39]=CC=CC=1.ClC(OC1C=CC=CC=1)=[O:42].N, predict the reaction product. The product is: [C:39]([O:20][CH2:19][CH:17]1[CH2:18][C@@H:14]([NH:13][C:11]([C:6]2[NH:7][C:8]3[C:4]([CH:5]=2)=[CH:3][C:2]([Cl:1])=[CH:10][CH:9]=3)=[O:12])[C@H:15]([NH:21][C:22]([C:24]2[S:25][C:26]3[CH2:27][N:28]([CH3:33])[CH2:29][CH2:30][C:31]=3[N:32]=2)=[O:23])[CH2:16]1)(=[O:42])[NH2:34]. (3) Given the reactants [Cl:1][C:2]1[CH:3]=[C:4]([CH:6]=[CH:7][CH:8]=1)[NH2:5].[N:9]([O-])=O.[Na+].O.O.Cl[Sn]Cl.[OH-].[Na+], predict the reaction product. The product is: [Cl:1][C:2]1[CH:3]=[C:4]([NH:5][NH2:9])[CH:6]=[CH:7][CH:8]=1. (4) Given the reactants [NH2:1][C:2]1[C:3]([Cl:17])=[C:4]([NH:8][C:9]2[CH2:14][CH2:13][CH2:12][C:11](=[O:15])[C:10]=2[CH3:16])[CH:5]=[CH:6][CH:7]=1.[O:18]1[C:22](=[O:23])[CH:21]=[CH:20][C:19]1=[O:24].CC(O)=O, predict the reaction product. The product is: [Cl:17][C:3]1[C:4]([NH:8][C:9]2[CH2:14][CH2:13][CH2:12][C:11](=[O:15])[C:10]=2[CH3:16])=[CH:5][CH:6]=[CH:7][C:2]=1[NH:1][C:22](=[O:23])/[CH:21]=[CH:20]\[C:19]([OH:24])=[O:18].